This data is from Catalyst prediction with 721,799 reactions and 888 catalyst types from USPTO. The task is: Predict which catalyst facilitates the given reaction. (1) Reactant: [Br:1][C:2]1[C:3]2[O:12][C:11]([CH:13]=O)=[CH:10][C:4]=2[C:5](=[O:9])[N:6]([CH3:8])[CH:7]=1.[N:15]1([C:22]([O:24][C:25]([CH3:28])([CH3:27])[CH3:26])=[O:23])[CH2:21][CH2:20][CH2:19][NH:18][CH2:17][CH2:16]1.CC(O)=O.C([BH3-])#N.[Na+]. Product: [Br:1][C:2]1[C:3]2[O:12][C:11]([CH2:13][N:18]3[CH2:19][CH2:20][CH2:21][N:15]([C:22]([O:24][C:25]([CH3:28])([CH3:27])[CH3:26])=[O:23])[CH2:16][CH2:17]3)=[CH:10][C:4]=2[C:5](=[O:9])[N:6]([CH3:8])[CH:7]=1. The catalyst class is: 24. (2) Reactant: [C:1]([O:5][C:6]([N:8]1[CH2:12][CH2:11][CH2:10][CH:9]1[CH:13]=[CH:14][C:15](OCC)=[O:16])=[O:7])([CH3:4])([CH3:3])[CH3:2].C(Cl)Cl.B(F)(F)F.CCOCC.CC(C[AlH]CC(C)C)C. Product: [C:1]([O:5][C:6]([N:8]1[CH2:12][CH2:11][CH2:10][CH:9]1[CH:13]=[CH:14][CH2:15][OH:16])=[O:7])([CH3:4])([CH3:3])[CH3:2]. The catalyst class is: 25. (3) Reactant: CCCCCC.C([Li])CCC.Br[C:13]1[CH:18]=[CH:17][C:16]([CH:19]2[CH2:21][CH2:20]2)=[CH:15][CH:14]=1.[CH3:22][O:23][N:24]([CH3:31])[C:25](N(OC)C)=[O:26].[Cl-].[NH4+]. Product: [CH:19]1([C:16]2[CH:17]=[CH:18][C:13]([C:25]([N:24]([O:23][CH3:22])[CH3:31])=[O:26])=[CH:14][CH:15]=2)[CH2:21][CH2:20]1. The catalyst class is: 1. (4) Reactant: I[C:2]1[C:10]2[C:5](=[CH:6][C:7]([N+:11]([O-:13])=[O:12])=[CH:8][CH:9]=2)[NH:4][N:3]=1.[Cu]C#N.C(C1C2C(=CC([N+]([O-])=O)=CC=2)NN=1)#N.[N+](C1C=C2C(C=NN2)=CC=1)([O-])=[O:32].Cl.CN(C)[CH:46]=[O:47]. Product: [N+:11]([C:7]1[CH:6]=[C:5]2[C:10]([C:2]([C:46]([OH:47])=[O:32])=[N:3][NH:4]2)=[CH:9][CH:8]=1)([O-:13])=[O:12]. The catalyst class is: 74. (5) Reactant: [CH3:1][C:2]1[S:3][C:4]([C:11]([O:13][CH2:14][CH3:15])=[O:12])=[C:5]([C:7]([F:10])([F:9])[F:8])[N:6]=1.[Br:16]N1C(=O)CCC1=O.C(OOC(=O)C1C=CC=CC=1)(=O)C1C=CC=CC=1. Product: [Br:16][CH2:1][C:2]1[S:3][C:4]([C:11]([O:13][CH2:14][CH3:15])=[O:12])=[C:5]([C:7]([F:10])([F:8])[F:9])[N:6]=1. The catalyst class is: 53. (6) Reactant: Cl.[OH:2][CH2:3][CH2:4][N:5]([CH:28]([CH3:30])[CH3:29])[C:6]([C:8]1[N:17]=[C:16]2[N:10]([CH2:11][CH2:12][O:13][C:14]3[CH:21]=[C:20]([CH:22]4[CH2:27][CH2:26][NH:25][CH2:24][CH2:23]4)[CH:19]=[CH:18][C:15]=32)[CH:9]=1)=[O:7].C(=O)([O-])[O-].[K+].[K+].[CH3:37][N:38]([CH3:43])[C:39](=[O:42])[CH2:40]Cl. Product: [CH3:37][N:38]([CH3:43])[C:39](=[O:42])[CH2:40][N:25]1[CH2:26][CH2:27][CH:22]([C:20]2[CH:19]=[CH:18][C:15]3[C:16]4[N:10]([CH:9]=[C:8]([C:6]([N:5]([CH2:4][CH2:3][OH:2])[CH:28]([CH3:30])[CH3:29])=[O:7])[N:17]=4)[CH2:11][CH2:12][O:13][C:14]=3[CH:21]=2)[CH2:23][CH2:24]1. The catalyst class is: 3. (7) Reactant: C(N)C.[CH2:4]([NH:6][C:7]1[CH:12]=[CH:11][C:10]([N+:13]([O-:15])=[O:14])=[CH:9][C:8]=1[CH2:16][C:17]([OH:19])=O)[CH3:5].Cl. Product: [CH2:4]([N:6]1[C:7]2[C:8](=[CH:9][C:10]([N+:13]([O-:15])=[O:14])=[CH:11][CH:12]=2)[CH2:16][C:17]1=[O:19])[CH3:5]. The catalyst class is: 6. (8) Reactant: [C:1]([O:5][C:6](=[O:15])[NH:7][CH:8]([CH2:11][CH:12]([CH3:14])[CH3:13])[CH:9]=O)([CH3:4])([CH3:3])[CH3:2].[F:16][C:17]([F:26])([F:25])[C:18]1[CH:23]=[CH:22][C:21]([NH2:24])=[CH:20][N:19]=1.C(O[BH-](OC(=O)C)OC(=O)C)(=O)C.[Na+].C(=O)([O-])O.[Na+]. Product: [CH3:13][CH:12]([CH3:14])[CH2:11][CH:8]([NH:7][C:6](=[O:15])[O:5][C:1]([CH3:4])([CH3:3])[CH3:2])[CH2:9][NH:24][C:21]1[CH:20]=[N:19][C:18]([C:17]([F:26])([F:16])[F:25])=[CH:23][CH:22]=1. The catalyst class is: 22. (9) Reactant: C([O:5]O)(C)(C)C.[CH3:7][CH:8]([CH2:10][CH2:11][CH2:12][C@H:13]([CH2:15][CH2:16][CH2:17][C@H:18]([CH2:20][CH2:21][CH2:22]/[C:23](=[CH:25]/[CH2:26][OH:27])/[CH3:24])[CH3:19])[CH3:14])[CH3:9].CCOCC.CCCCCC. Product: [CH3:24][C@:23]1([CH2:22][CH2:21][CH2:20][C@H:18]([CH3:19])[CH2:17][CH2:16][CH2:15][C@H:13]([CH3:14])[CH2:12][CH2:11][CH2:10][CH:8]([CH3:7])[CH3:9])[O:5][C@@H:25]1[CH2:26][OH:27]. The catalyst class is: 4.